From a dataset of Forward reaction prediction with 1.9M reactions from USPTO patents (1976-2016). Predict the product of the given reaction. (1) Given the reactants [Cl:1][C:2]1[CH:11]=[CH:10][C:9]2[C:8]([C:12]([OH:14])=O)=[C:7]([Cl:15])[CH:6]=[CH:5][C:4]=2[N:3]=1.[F:16][C:17]1([F:25])[CH2:22][CH2:21][CH:20](NC)[CH2:19][CH2:18]1.Cl.[CH3:27][N:28](C)CCCN=C=NCC.N1(O)C2C=CC=CC=2N=N1.C(N(C(C)C)C(C)C)C, predict the reaction product. The product is: [Cl:1][C:2]1[CH:11]=[CH:10][C:9]2[C:8]([C:12]([NH:28][CH2:27][CH:20]3[CH2:19][CH2:18][C:17]([F:16])([F:25])[CH2:22][CH2:21]3)=[O:14])=[C:7]([Cl:15])[CH:6]=[CH:5][C:4]=2[N:3]=1. (2) Given the reactants Br[C:2]1[N:6](COCC[Si](C)(C)C)[C:5]([C:15]2[CH:20]=[CH:19][CH:18]=[CH:17][CH:16]=2)=[C:4]([C:21]#[N:22])[CH:3]=1.Cl[C:24]1[C:25]2C=[CH:31][N:30](COCC[Si](C)(C)C)[C:26]=2[N:27]=[CH:28][N:29]=1, predict the reaction product. The product is: [CH3:31][NH:30][C:26]1[N:27]=[CH:28][N:29]=[C:24]([C:2]2[NH:6][C:5]([C:15]3[CH:16]=[CH:17][CH:18]=[CH:19][CH:20]=3)=[C:4]([C:21]#[N:22])[CH:3]=2)[CH:25]=1.